This data is from Forward reaction prediction with 1.9M reactions from USPTO patents (1976-2016). The task is: Predict the product of the given reaction. (1) Given the reactants Br[CH2:2][C:3](Br)=[O:4].[CH2:6]([NH:8][CH2:9][CH3:10])[CH3:7].[NH2:11][C:12]1[CH:17]=[CH:16][C:15]([CH3:18])=[CH:14][CH:13]=1.[Cl:19][C:20]1[CH:21]=[C:22]([S:26](Cl)(=[O:28])=[O:27])[CH:23]=[CH:24][CH:25]=1, predict the reaction product. The product is: [Cl:19][C:20]1[CH:21]=[C:22]([S:26]([N:11]([C:12]2[CH:17]=[CH:16][C:15]([CH3:18])=[CH:14][CH:13]=2)[CH2:2][C:3]([N:8]([CH2:9][CH3:10])[CH2:6][CH3:7])=[O:4])(=[O:28])=[O:27])[CH:23]=[CH:24][CH:25]=1. (2) The product is: [F:12][C:13]1[CH:18]=[CH:17][C:16]([CH2:19][C:20]([C:9]2[CH:10]=[CH:11][C:2]3[O:1][CH2:6][C:5](=[O:7])[NH:4][C:3]=3[CH:8]=2)=[O:21])=[CH:15][CH:14]=1. Given the reactants [O:1]1[CH2:6][C:5](=[O:7])[NH:4][C:3]2[CH:8]=[CH:9][CH:10]=[CH:11][C:2]1=2.[F:12][C:13]1[CH:18]=[CH:17][C:16]([CH2:19][C:20](Cl)=[O:21])=[CH:15][CH:14]=1, predict the reaction product. (3) Given the reactants [OH:1][C@@H:2]1[CH2:26][C@H:25]2[C@:20]([CH3:41])([CH2:21][CH2:22][C@H:23]([O:27][CH2:28]COS(C3C=CC(C)=CC=3)(=O)=O)[CH2:24]2)[C@@H:19]2[C@@H:3]1[C@H:4]1[C@:16]([CH3:43])([C@@H:17]([OH:42])[CH2:18]2)[C@@H:7]([C@H:8]([CH3:15])[CH2:9][CH2:10][C:11]([O:13][CH3:14])=[O:12])[CH2:6][CH2:5]1.[OH:44][C@:45]1([C:72]#[C:73][CH3:74])[CH2:50][CH2:49][C@H:48]2[C@H:51]3[C:60]([C@@H:61]([C:63]4[CH:68]=[CH:67][C:66]([NH:69][CH3:70])=[CH:65][CH:64]=4)[CH2:62][C@:46]12[CH3:47])=[C:59]1[C:54](=[CH:55][C:56](=[O:71])[CH2:57][CH2:58]1)[CH2:53][CH2:52]3.[Na+].[I-].[CH:77](N(C(C)C)CC)(C)C, predict the reaction product. The product is: [OH:1][C@@H:2]1[CH2:26][C@H:25]2[C@:20]([CH3:41])([CH2:21][CH2:22][C@H:23]([O:27][CH2:28][CH2:70][N:69]([C:66]3[CH:65]=[CH:64][C:63]([C@H:61]4[CH2:62][C@@:46]5([CH3:47])[C@@H:48]([CH2:49][CH2:50][C@:45]5([OH:44])[C:72]#[C:73][CH3:74])[C@H:51]5[C:60]4=[C:59]4[C:54]([CH2:53][CH2:52]5)=[CH:55][C:56](=[O:71])[CH2:57][CH2:58]4)=[CH:68][CH:67]=3)[CH3:77])[CH2:24]2)[C@@H:19]2[C@@H:3]1[C@H:4]1[C@:16]([CH3:43])([C@@H:17]([OH:42])[CH2:18]2)[C@@H:7]([C@H:8]([CH3:15])[CH2:9][CH2:10][C:11]([O:13][CH3:14])=[O:12])[CH2:6][CH2:5]1. (4) Given the reactants [F:1][C:2]1[CH:7]=[CH:6][C:5]([F:8])=[CH:4][C:3]=1/[CH:9]=[CH:10]/[CH2:11][N:12]1[CH2:17][CH2:16][CH:15]([NH:18]C(=O)OC(C)(C)C)[CH2:14][CH2:13]1.FC(F)(F)C(O)=O.NC1CCN(CCN2C3C=C(OC)C=CC=3COC2=O)CC1, predict the reaction product. The product is: [F:1][C:2]1[CH:7]=[CH:6][C:5]([F:8])=[CH:4][C:3]=1/[CH:9]=[CH:10]/[CH2:11][N:12]1[CH2:17][CH2:16][CH:15]([NH2:18])[CH2:14][CH2:13]1. (5) Given the reactants Br[C:2]1[C:3](Br)=[C:4]([CH:10]=[CH:11][C:12]=1[C:13]([O:15][CH2:16]C)=[O:14])[C:5]([O:7][CH2:8]C)=[O:6].[CH:19]1[C:31]2[NH:30][C:29]3[C:24](=[CH:25][CH:26]=[CH:27][CH:28]=3)[C:23]=2[CH:22]=[CH:21][CH:20]=1.N#N.P([C:43]([CH3:46])([CH3:45])[CH3:44])([C:43]([CH3:46])([CH3:45])[CH3:44])[C:43]([CH3:46])([CH3:45])[CH3:44].C[C:48]([O-])([CH3:50])[CH3:49].[Na+], predict the reaction product. The product is: [CH:28]1[C:29]2[N:30]([C:3]3[CH:2]=[C:12]([C:13]([O:15][CH3:16])=[O:14])[C:11]([N:30]4[C:45]5[CH:31]=[CH:19][CH:20]=[CH:44][C:43]=5[C:46]5[C:29]4=[CH:28][CH:49]=[CH:48][CH:50]=5)=[CH:10][C:4]=3[C:5]([O:7][CH3:8])=[O:6])[C:31]3[C:23](=[CH:22][CH:21]=[CH:20][CH:19]=3)[C:24]=2[CH:25]=[CH:26][CH:27]=1. (6) Given the reactants [C:1]1([Br:7])[CH:6]=[CH:5][CH:4]=[CH:3][CH:2]=1.Br[C:9]1[CH:10]=[C:11]([CH:14]=[CH:15][CH:16]=1)[CH:12]=[O:13], predict the reaction product. The product is: [Br:7][C:1]1[CH:6]=[C:5]([CH:12]([C:11]2[CH:14]=[CH:15][CH:16]=[CH:9][CH:10]=2)[OH:13])[CH:4]=[CH:3][CH:2]=1. (7) The product is: [NH2:5][C:4]1[N:10]([CH2:9][CH2:8][OH:7])[N:1]=[C:2]([CH3:6])[CH:3]=1. Given the reactants [NH2:1]/[C:2](/[CH3:6])=[CH:3]\[C:4]#[N:5].[OH:7][CH2:8][CH2:9][NH:10]N, predict the reaction product. (8) Given the reactants [N:1]1[CH:6]=[CH:5][C:4](B(O)O)=[CH:3][C:2]=1[CH3:10].[C:11]([C:13]1([NH:16][C:17]([C@H:19]2[CH2:23][C@H:22]([S:24]([C:27]3[CH:32]=[CH:31][C:30](Br)=[CH:29][C:28]=3[C:34]([F:37])([F:36])[F:35])(=[O:26])=[O:25])[CH2:21][C@@H:20]2[O:38][CH:39]2[CH2:44][CH2:43][O:42][CH2:41][CH2:40]2)=[O:18])[CH2:15][CH2:14]1)#[N:12].C(C1(NC([C@H]2C[C@H](S(C3C=CC(Br)=CC=3C(F)(F)F)(=O)=O)C[C@@H]2OC)=O)CC1)#N, predict the reaction product. The product is: [C:11]([C:13]1([NH:16][C:17]([C@H:19]2[CH2:23][C@H:22]([S:24]([C:27]3[CH:32]=[CH:31][C:30]([C:4]4[CH:5]=[CH:6][N:1]=[C:2]([CH3:10])[CH:3]=4)=[CH:29][C:28]=3[C:34]([F:37])([F:35])[F:36])(=[O:26])=[O:25])[CH2:21][C@@H:20]2[O:38][CH:39]2[CH2:40][CH2:41][O:42][CH2:43][CH2:44]2)=[O:18])[CH2:14][CH2:15]1)#[N:12]. (9) Given the reactants [CH3:1][O:2][C:3]1[N:4]=[C:5]2[C:10](=[CH:11][CH:12]=1)[N:9]=[CH:8][CH:7]=[C:6]2[CH2:13][CH2:14][N:15]1[CH2:19][CH2:18][C@@H:17]([CH2:20][NH2:21])[CH2:16]1.C(N(C(C)C)CC)(C)C.[O:31]=[C:32]1[CH2:37][S:36][C:35]2[CH:38]=[CH:39][C:40]([C:42](O)=[O:43])=[N:41][C:34]=2[NH:33]1.O.OC1C2N=NNC=2C=CC=1.C(Cl)CCl, predict the reaction product. The product is: [CH3:1][O:2][C:3]1[N:4]=[C:5]2[C:10](=[CH:11][CH:12]=1)[N:9]=[CH:8][CH:7]=[C:6]2[CH2:13][CH2:14][N:15]1[CH2:19][CH2:18][C@@H:17]([CH2:20][NH:21][C:42]([C:40]2[CH:39]=[CH:38][C:35]3[S:36][CH2:37][C:32](=[O:31])[NH:33][C:34]=3[N:41]=2)=[O:43])[CH2:16]1.